This data is from Catalyst prediction with 721,799 reactions and 888 catalyst types from USPTO. The task is: Predict which catalyst facilitates the given reaction. Product: [C:1]([O:4][CH:5]1[CH2:10][CH2:9][CH:8]([C:11](=[O:15])[CH2:12][Br:16])[CH2:7][CH2:6]1)(=[O:3])[CH3:2]. Reactant: [C:1]([O:4][CH:5]1[CH2:10][CH2:9][CH:8]([C:11](=[O:15])[CH:12]=[N+]=[N-])[CH2:7][CH2:6]1)(=[O:3])[CH3:2].[BrH:16]. The catalyst class is: 15.